From a dataset of Retrosynthesis with 50K atom-mapped reactions and 10 reaction types from USPTO. Predict the reactants needed to synthesize the given product. (1) Given the product Nc1ccc(C2CCOCC2)cn1, predict the reactants needed to synthesize it. The reactants are: Nc1ccc(C2=CCOCC2)cn1. (2) The reactants are: CC(C)C[C@H](CO)Nc1nc(S)nc2nc(N)sc12.C[C@@H](Cl)c1cccc(C#N)c1. Given the product CC(C)C[C@H](CO)Nc1nc(S[C@@H](C)c2cccc(C#N)c2)nc2nc(N)sc12, predict the reactants needed to synthesize it. (3) Given the product O=C1NC(=S)SC1=Cc1ccc(N2CCC(NC[C@H](O)COc3ccccc3)CC2)cc1, predict the reactants needed to synthesize it. The reactants are: NC[C@H](O)COc1ccccc1.O=C1CCN(c2ccc(C=C3SC(=S)NC3=O)cc2)CC1. (4) Given the product C=CCN(CCC(=O)O)C(=O)OC(C)(C)C, predict the reactants needed to synthesize it. The reactants are: C=CCN(CCC(=O)OCC)C(=O)OC(C)(C)C. (5) Given the product CC(C)(C)OC(=O)c1ccc(-c2ccccc2)cc1NC(=O)c1cc(-c2ccoc2)ccc1OCc1ccccc1, predict the reactants needed to synthesize it. The reactants are: CC(C)(C)OC(=O)c1ccc(-c2ccccc2)cc1NC(=O)c1cc(Br)ccc1OCc1ccccc1.CC1(C)OB(c2ccoc2)OC1(C)C. (6) Given the product FC(F)(F)c1nnnn1-c1ccc(OC2CC2)c(CN[C@@H]2CC[C@H]3CC[C@]2(c2ccccc2)N3)c1, predict the reactants needed to synthesize it. The reactants are: N[C@@H]1CC[C@H]2CC[C@]1(c1ccccc1)N2.O=Cc1cc(-n2nnnc2C(F)(F)F)ccc1OC1CC1.